Dataset: Catalyst prediction with 721,799 reactions and 888 catalyst types from USPTO. Task: Predict which catalyst facilitates the given reaction. (1) Reactant: [O:1]=[C:2]1[NH:6][C:5](=[O:7])[C:4]2([CH2:12][CH2:11][CH2:10][N:9]([C:13]([O:15][C:16]([CH3:19])([CH3:18])[CH3:17])=[O:14])[CH2:8]2)[NH:3]1.C(=O)([O-])[O-].[K+].[K+].I[CH:27]([CH3:29])[CH3:28]. Product: [CH:27]([N:6]1[C:5](=[O:7])[C:4]2([CH2:12][CH2:11][CH2:10][N:9]([C:13]([O:15][C:16]([CH3:19])([CH3:18])[CH3:17])=[O:14])[CH2:8]2)[NH:3][C:2]1=[O:1])([CH3:29])[CH3:28]. The catalyst class is: 39. (2) Reactant: [F:1][C:2]1[CH:28]=[CH:27][C:5]([CH2:6][N:7]2[C:18](=[O:19])[C:16]3[N:17]4[C:12](=[C:13]([C:23]([O:25]C)=[O:24])[C:14](=[O:22])[C:15]=3[O:20][CH3:21])[CH2:11][CH2:10][CH:9]4[CH2:8]2)=[CH:4][CH:3]=1.[Li+].[OH-].O. Product: [F:1][C:2]1[CH:3]=[CH:4][C:5]([CH2:6][N:7]2[C:18](=[O:19])[C:16]3[N:17]4[C:12](=[C:13]([C:23]([OH:25])=[O:24])[C:14](=[O:22])[C:15]=3[O:20][CH3:21])[CH2:11][CH2:10][CH:9]4[CH2:8]2)=[CH:27][CH:28]=1. The catalyst class is: 5.